From a dataset of Reaction yield outcomes from USPTO patents with 853,638 reactions. Predict the reaction yield, written as a fraction of the theoretical maximum amount of product (1.0 means a 100% yield; for example, 0.34 means a 34% yield). (1) The reactants are [Na].Cl.[NH2:3][C:4]([NH2:6])=[NH:5].[CH2:7]([O:14][C:15]([N:17]1[CH2:21][CH2:20][CH2:19][CH:18]1[C:22](=O)[CH2:23][C:24](=O)[CH3:25])=[O:16])[C:8]1[CH:13]=[CH:12][CH:11]=[CH:10][CH:9]=1. The catalyst is C(O)C. The product is [CH2:7]([O:14][C:15]([N:17]1[CH2:21][CH2:20][CH2:19][CH:18]1[C:22]1[CH:23]=[C:24]([CH3:25])[N:3]=[C:4]([NH2:6])[N:5]=1)=[O:16])[C:8]1[CH:9]=[CH:10][CH:11]=[CH:12][CH:13]=1. The yield is 0.460. (2) The reactants are [C:1]([CH2:4][N:5]1[CH2:18][CH2:17][CH2:16][NH:15][CH2:14][CH2:13][N:12]([CH2:19][C:20]([OH:22])=[O:21])[CH2:11][CH2:10][CH2:9][N:8]([CH2:23][CH2:24][C:25]2[CH:30]=[CH:29][C:28]([NH2:31])=[CH:27][CH:26]=2)[CH2:7][CH2:6]1)([OH:3])=[O:2].[C:32](Cl)(Cl)=[S:33]. The catalyst is Cl.C(Cl)(Cl)Cl. The product is [C:1]([CH2:4][N:5]1[CH2:18][CH2:17][CH2:16][NH:15][CH2:14][CH2:13][N:12]([CH2:19][C:20]([OH:22])=[O:21])[CH2:11][CH2:10][CH2:9][N:8]([CH2:23][CH2:24][C:25]2[CH:26]=[CH:27][C:28]([N:31]=[C:32]=[S:33])=[CH:29][CH:30]=2)[CH2:7][CH2:6]1)([OH:3])=[O:2]. The yield is 0.980.